This data is from CYP2C9 inhibition data for predicting drug metabolism from PubChem BioAssay. The task is: Regression/Classification. Given a drug SMILES string, predict its absorption, distribution, metabolism, or excretion properties. Task type varies by dataset: regression for continuous measurements (e.g., permeability, clearance, half-life) or binary classification for categorical outcomes (e.g., BBB penetration, CYP inhibition). Dataset: cyp2c9_veith. (1) The compound is COc1ccc(-c2nc3cnc(Oc4ccccc4)nc3n(CCC#N)c2=O)cc1. The result is 0 (non-inhibitor). (2) The compound is CC(C)C1NC(=S)N(Cc2ccccc2)C1=O. The result is 1 (inhibitor).